From a dataset of Catalyst prediction with 721,799 reactions and 888 catalyst types from USPTO. Predict which catalyst facilitates the given reaction. (1) Reactant: [C:9](O[C:9]([O:11][C:12]([CH3:15])([CH3:14])[CH3:13])=[O:10])([O:11][C:12]([CH3:15])([CH3:14])[CH3:13])=[O:10].CCN(C(C)C)C(C)C.[CH3:25][O:26][C:27]([C:29]1[S:30][C:31]([C:34]([NH:36][NH2:37])=[O:35])=[CH:32][CH:33]=1)=[O:28]. Product: [CH3:25][O:26][C:27]([C:29]1[S:30][C:31]([C:34]([NH:36][NH:37][C:9]([O:11][C:12]([CH3:13])([CH3:14])[CH3:15])=[O:10])=[O:35])=[CH:32][CH:33]=1)=[O:28]. The catalyst class is: 3. (2) Reactant: [CH2:1]([O:3][CH:4]([O:17][CH2:18][CH3:19])[CH2:5][CH:6]([C:12]([O:14]CC)=[O:13])[C:7]([O:9][CH2:10][CH3:11])=[O:8])[CH3:2].[OH-].[K+:21]. Product: [CH2:18]([O:17][CH:4]([O:3][CH2:1][CH3:2])[CH2:5][CH:6]([C:7]([O:9][CH2:10][CH3:11])=[O:8])[C:12]([O-:14])=[O:13])[CH3:19].[K+:21]. The catalyst class is: 8. (3) Reactant: [CH2:1]([O:3][C:4](=[O:22])[CH2:5][C:6]1[N:7]([C:15]([O:17][C:18]([CH3:21])([CH3:20])[CH3:19])=[O:16])[C:8]2[C:13]([CH:14]=1)=[CH:12][CH:11]=[CH:10][CH:9]=2)[CH3:2].[CH3:23][Si](C)(C)N[Si](C)(C)C.[K].CI. Product: [CH2:1]([O:3][C:4](=[O:22])[CH:5]([C:6]1[N:7]([C:15]([O:17][C:18]([CH3:21])([CH3:20])[CH3:19])=[O:16])[C:8]2[C:13]([CH:14]=1)=[CH:12][CH:11]=[CH:10][CH:9]=2)[CH3:23])[CH3:2]. The catalyst class is: 1. (4) Reactant: [F:1][C:2]([F:12])([F:11])[C:3]1[CH:10]=[CH:9][CH:8]=[CH:7][C:4]=1[CH:5]=O.[C:13]([NH:16][CH2:17][C:18]([OH:20])=[O:19])(=O)[CH3:14].C([O-])(=O)C.[Na+]. Product: [CH3:14][C:13]1[O:20][C:18](=[O:19])[C:17](=[CH:5][C:4]2[CH:7]=[CH:8][CH:9]=[CH:10][C:3]=2[C:2]([F:12])([F:11])[F:1])[N:16]=1. The catalyst class is: 152. (5) Reactant: [Br:1]N1C(=O)CCC1=O.[C:9]1([C:15]2[O:21][C:18]([CH:19]=[O:20])=[CH:17][CH:16]=2)[CH:14]=[CH:13][CH:12]=[CH:11][CH:10]=1. Product: [Br:1][C:16]1[CH:17]=[C:18]([CH:19]=[O:20])[O:21][C:15]=1[C:9]1[CH:10]=[CH:11][CH:12]=[CH:13][CH:14]=1. The catalyst class is: 10. (6) Reactant: [H-].[Na+].[CH2:3]([C:5]1[C:14]([CH3:15])=[C:13]([OH:16])[C:12]2[C:7](=[CH:8][C:9]([Cl:18])=[C:10]([F:17])[CH:11]=2)[N:6]=1)[CH3:4].[CH2:19]([C:21]1[C:30]([CH3:31])=[C:29]([O:32][C:33](C2CC2)=[O:34])[C:28]2[C:23](=[CH:24][C:25](F)=[C:26]([F:38])[CH:27]=2)[N:22]=1)[CH3:20].C(C1[C:51](C)=[C:50]([O:53][C:54](C2CC2)=[O:55])[C:49]2C(=CC=C(F)C=2F)N=1)C.[OH2:61]. Product: [CH2:3]([C:5]1[C:14]([CH3:15])=[C:13]([O:16][C:33]([O:32][CH:29]([CH3:30])[CH3:28])=[O:34])[C:12]2[C:7](=[CH:8][C:9]([Cl:18])=[C:10]([F:17])[CH:11]=2)[N:6]=1)[CH3:4].[CH2:19]([C:21]1[C:30]([CH3:31])=[C:29]([O:61][C:54]([O:53][CH:50]([CH3:51])[CH3:49])=[O:55])[C:28]2[C:23](=[CH:24][CH:25]=[C:26]([F:38])[C:27]=2[Cl:18])[N:22]=1)[CH3:20]. The catalyst class is: 7. (7) Reactant: [NH:1]1[CH2:5][CH2:4][C@H:3]([OH:6])[CH2:2]1.C(N(CC)CC)C.Cl[C:15]([O:17][CH2:18][C:19]1[CH:24]=[CH:23][CH:22]=[CH:21][CH:20]=1)=[O:16].C(=O)(O)[O-].[Na+]. Product: [OH:6][C@H:3]1[CH2:4][CH2:5][N:1]([C:15]([O:17][CH2:18][C:19]2[CH:24]=[CH:23][CH:22]=[CH:21][CH:20]=2)=[O:16])[CH2:2]1. The catalyst class is: 4. (8) Reactant: CS(O[CH2:6][CH2:7][O:8][C:9]1[CH:14]=[CH:13][C:12]([NH:15][C:16]2[N:21]=[CH:20][C:19]([Br:22])=[CH:18][N:17]=2)=[CH:11][CH:10]=1)(=O)=O.[NH:23]1[CH2:32][CH2:31][CH:26]([C:27]([O:29][CH3:30])=[O:28])[CH2:25][CH2:24]1.C([O-])([O-])=O.[Na+].[Na+]. Product: [Br:22][C:19]1[CH:20]=[N:21][C:16]([NH:15][C:12]2[CH:11]=[CH:10][C:9]([O:8][CH2:7][CH2:6][N:23]3[CH2:32][CH2:31][CH:26]([C:27]([O:29][CH3:30])=[O:28])[CH2:25][CH2:24]3)=[CH:14][CH:13]=2)=[N:17][CH:18]=1. The catalyst class is: 3. (9) Reactant: Cl.[Br:2][C:3]1[CH:4]=[C:5]([CH:8]=[CH:9][C:10]=1[F:11])[CH2:6][NH2:7].[O:12](C(OC(C)(C)C)=O)[C:13]([O:15][C:16]([CH3:19])([CH3:18])[CH3:17])=O. Product: [C:13]([NH:7][CH2:6][C:5]1[CH:8]=[CH:9][C:10]([F:11])=[C:3]([Br:2])[CH:4]=1)([O:15][C:16]([CH3:19])([CH3:18])[CH3:17])=[O:12]. The catalyst class is: 797.